From a dataset of Full USPTO retrosynthesis dataset with 1.9M reactions from patents (1976-2016). Predict the reactants needed to synthesize the given product. Given the product [CH3:1][O:2][C:3]1[C:4]([N:9]([C:34]([C:35]2[CH:10]=[C:11]([S:18]([Cl:17])(=[O:20])=[O:19])[CH:12]=[CH:13][CH:14]=2)=[O:33])[C:24]([C:23]2[CH:22]=[C:21]([S:18]([Cl:17])(=[O:20])=[O:19])[CH:29]=[CH:28][CH:27]=2)=[O:25])=[N:5][CH:6]=[CH:7][CH:8]=1, predict the reactants needed to synthesize it. The reactants are: [CH3:1][O:2][C:3]1[C:4]([NH2:9])=[N:5][CH:6]=[CH:7][CH:8]=1.[C:10]1(C)C=[CH:14][CH:13]=[CH:12][CH:11]=1.[Cl:17][S:18]([C:21]1[CH:22]=[C:23]([CH:27]=[CH:28][CH:29]=1)[C:24](Cl)=[O:25])(=[O:20])=[O:19].C([O:33][CH2:34][CH3:35])(=O)C.